From a dataset of Full USPTO retrosynthesis dataset with 1.9M reactions from patents (1976-2016). Predict the reactants needed to synthesize the given product. Given the product [C:1]([C:9]1[CH:10]=[CH:11][C:12]([C:13]([NH:38][C:36]2[S:37][C:33]3[CH:32]=[C:31]([O:30][CH3:29])[CH:40]=[CH:39][C:34]=3[N:35]=2)=[O:15])=[CH:16][CH:17]=1)(=[O:8])[C:2]1[CH:3]=[CH:4][CH:5]=[CH:6][CH:7]=1, predict the reactants needed to synthesize it. The reactants are: [C:1]([C:9]1[CH:17]=[CH:16][C:12]([C:13]([OH:15])=O)=[CH:11][CH:10]=1)(=[O:8])[C:2]1[CH:7]=[CH:6][CH:5]=[CH:4][CH:3]=1.CN(C=O)C.C(Cl)(=O)C(Cl)=O.[CH3:29][O:30][C:31]1[CH:40]=[CH:39][C:34]2[N:35]=[C:36]([NH2:38])[S:37][C:33]=2[CH:32]=1.